This data is from Full USPTO retrosynthesis dataset with 1.9M reactions from patents (1976-2016). The task is: Predict the reactants needed to synthesize the given product. (1) Given the product [CH3:1][C:2]1[CH:7]=[CH:6][C:5]([C:12]2[C:17]([CH3:18])=[CH:16][CH:15]=[CH:14][N:13]=2)=[CH:4][CH:3]=1, predict the reactants needed to synthesize it. The reactants are: [CH3:1][C:2]1[CH:7]=[CH:6][C:5](B(O)O)=[CH:4][CH:3]=1.Br[C:12]1[C:17]([CH3:18])=[CH:16][CH:15]=[CH:14][N:13]=1. (2) Given the product [NH:8]1[CH2:13][CH2:12][CH:11]([CH2:14][O:15][C:16]2[CH:17]=[C:18]([O:23][S:24]([C:27]3[CH:32]=[CH:31][CH:30]=[CH:29][C:28]=3[Cl:33])(=[O:25])=[O:26])[CH:19]=[C:20]([CH3:22])[CH:21]=2)[CH2:10][CH2:9]1, predict the reactants needed to synthesize it. The reactants are: C(OC([N:8]1[CH2:13][CH2:12][CH:11]([CH2:14][O:15][C:16]2[CH:17]=[C:18]([O:23][S:24]([C:27]3[CH:32]=[CH:31][CH:30]=[CH:29][C:28]=3[Cl:33])(=[O:26])=[O:25])[CH:19]=[C:20]([CH3:22])[CH:21]=2)[CH2:10][CH2:9]1)=O)(C)(C)C.Cl. (3) Given the product [Cl:1][C:2]1[CH:7]=[C:6]([N+:8]([O-:10])=[O:9])[CH:5]=[CH:4][C:3]=1[C:17]#[C:16][Si:13]([CH3:15])([CH3:14])[CH3:12], predict the reactants needed to synthesize it. The reactants are: [Cl:1][C:2]1[CH:7]=[C:6]([N+:8]([O-:10])=[O:9])[CH:5]=[CH:4][C:3]=1I.[CH3:12][Si:13]([C:16]#[CH:17])([CH3:15])[CH3:14].